This data is from Peptide-MHC class II binding affinity with 134,281 pairs from IEDB. The task is: Regression. Given a peptide amino acid sequence and an MHC pseudo amino acid sequence, predict their binding affinity value. This is MHC class II binding data. (1) The peptide sequence is TELQIVDKIDAAFKI. The MHC is DRB1_1101 with pseudo-sequence DRB1_1101. The binding affinity (normalized) is 0.503. (2) The peptide sequence is QRGNFKGQKRIKCF. The MHC is DRB1_1302 with pseudo-sequence DRB1_1302. The binding affinity (normalized) is 0.332. (3) The peptide sequence is GINTIPIAINEAEYV. The MHC is HLA-DQA10102-DQB10602 with pseudo-sequence HLA-DQA10102-DQB10602. The binding affinity (normalized) is 0.396.